From a dataset of Full USPTO retrosynthesis dataset with 1.9M reactions from patents (1976-2016). Predict the reactants needed to synthesize the given product. Given the product [C:24]([O:27][CH2:28][CH2:29][CH2:30][CH2:31][C:32]1[N:1]=[C:2]([CH2:3][C:4]([CH3:10])([CH3:11])[CH2:5][C:6]([O:8][CH3:9])=[O:7])[S:12][CH:33]=1)(=[O:26])[CH3:25], predict the reactants needed to synthesize it. The reactants are: [NH2:1][C:2](=[S:12])[CH2:3][C:4]([CH3:11])([CH3:10])[CH2:5][C:6]([O:8][CH3:9])=[O:7].O.O.O.O.O.[OH-].C(=O)(O)[O-].[Mg+2].[C:24]([O:27][CH2:28][CH2:29][CH2:30][CH2:31][C:32](=O)[CH2:33]Cl)(=[O:26])[CH3:25].